Task: Predict which catalyst facilitates the given reaction.. Dataset: Catalyst prediction with 721,799 reactions and 888 catalyst types from USPTO (1) Reactant: C(=O)([O-])[O-].[K+].[K+].[F:7][C:8]1[CH:9]=[C:10]([N+:15]([O-:17])=[O:16])[CH:11]=[CH:12][C:13]=1F.[NH:18]1[CH:22]=[CH:21][CH:20]=[N:19]1. Product: [F:7][C:8]1[CH:9]=[C:10]([N+:15]([O-:17])=[O:16])[CH:11]=[CH:12][C:13]=1[N:18]1[CH:22]=[CH:21][CH:20]=[N:19]1. The catalyst class is: 3. (2) Product: [CH3:1][O:2][CH2:3][CH2:4][CH2:5][N:6]1[C:14]2[C:9](=[CH:10][CH:11]=[C:12]([NH2:15])[CH:13]=2)[CH:8]=[N:7]1. The catalyst class is: 94. Reactant: [CH3:1][O:2][CH2:3][CH2:4][CH2:5][N:6]1[C:14]2[C:9](=[CH:10][CH:11]=[C:12]([N+:15]([O-])=O)[CH:13]=2)[CH:8]=[N:7]1. (3) The catalyst class is: 1. Reactant: [CH:1](=[O:10])[C:2]1[CH:7]=[CH:6][C:5]([O:8][CH3:9])=[CH:4][CH:3]=1.[CH:11]([Mg]Br)=[CH2:12]. Product: [CH:11]([CH:1]([C:2]1[CH:7]=[CH:6][C:5]([O:8][CH3:9])=[CH:4][CH:3]=1)[OH:10])=[CH2:12]. (4) Product: [O:11]1[CH:15]=[CH:14][CH:13]=[C:12]1[C:9]1[CH:8]=[CH:7][C:4]([C:5]#[N:6])=[CH:3][C:2]=1[OH:1]. The catalyst class is: 558. Reactant: [OH:1][C:2]1[CH:3]=[C:4]([CH:7]=[CH:8][C:9]=1I)[C:5]#[N:6].[O:11]1[CH:15]=[CH:14][CH:13]=[C:12]1[Sn](CCCC)(CCCC)CCCC.